From a dataset of Full USPTO retrosynthesis dataset with 1.9M reactions from patents (1976-2016). Predict the reactants needed to synthesize the given product. (1) Given the product [Cl-:8].[CH2:1]([N:5]1[C:17]([C:14]2[CH:15]=[CH:16][C:11]([O:10][CH3:9])=[CH:12][CH:13]=2)=[C:19]2[CH:24]=[CH:23][CH:22]=[CH:21][N+:20]2=[CH:25]1)[CH2:2][CH2:3][CH3:4], predict the reactants needed to synthesize it. The reactants are: [CH2:1]([NH2:5])[CH2:2][CH2:3][CH3:4].C=O.[ClH:8].[CH3:9][O:10][C:11]1[CH:16]=[CH:15][C:14]([C:17]([C:19]2[CH:24]=[CH:23][CH:22]=[CH:21][N:20]=2)=O)=[CH:13][CH:12]=1.[C:25](=O)(O)[O-].[Na+]. (2) Given the product [C:14]([NH:1][CH2:2][CH2:3][CH2:4][CH2:5][CH2:6][CH2:7][OH:8])([O:13][C:10]([CH3:12])([CH3:11])[CH3:9])=[O:15], predict the reactants needed to synthesize it. The reactants are: [NH2:1][CH2:2][CH2:3][CH2:4][CH2:5][CH2:6][CH2:7][OH:8].[CH3:9][C:10]([O:13][C:14](O[C:14]([O:13][C:10]([CH3:12])([CH3:11])[CH3:9])=[O:15])=[O:15])([CH3:12])[CH3:11]. (3) Given the product [F:51][C:48]1([F:50])[CH2:49][N:42]2[C@@H:43]([CH2:44][C:1](=[O:4])[CH2:2][CH2:40]2)[CH2:47]1, predict the reactants needed to synthesize it. The reactants are: [CH2:1]([O:4]C(N1CC=C(C2C(C3C=CN=C(F)C=3)=C(C3C=CC(F)=CC=3)NC=2)CC1)=O)[CH:2]=C.C(O[C:40]([N:42]1[CH2:49][C:48]([F:51])([F:50])[CH2:47][C@H:43]1[C:44](O)=O)=O)C1C=CC=CC=1.